From a dataset of Forward reaction prediction with 1.9M reactions from USPTO patents (1976-2016). Predict the product of the given reaction. (1) Given the reactants [NH2:1][CH:2]1[CH2:7][CH2:6][CH2:5][CH:4]([C:8]2[CH:16]=[CH:15][C:14]([C:17]([NH2:19])=[O:18])=[C:13]3[C:9]=2[CH:10]=[CH:11][NH:12]3)[CH2:3]1.CCN(C(C)C)C(C)C.[C:29](Cl)(=[O:32])[CH:30]=[CH2:31], predict the reaction product. The product is: [C:29]([NH:1][C@@H:2]1[CH2:7][CH2:6][CH2:5][C@H:4]([C:8]2[CH:16]=[CH:15][C:14]([C:17]([NH2:19])=[O:18])=[C:13]3[C:9]=2[CH:10]=[CH:11][NH:12]3)[CH2:3]1)(=[O:32])[CH:30]=[CH2:31]. (2) Given the reactants C[O:2][C:3](=[O:45])[CH2:4][C:5]1[CH:10]=[CH:9][CH:8]=[C:7]([O:11][CH2:12][CH2:13][CH2:14][N:15]([CH2:31][CH:32]([C:39]2[CH:44]=[CH:43][CH:42]=[CH:41][CH:40]=2)[C:33]2[CH:38]=[CH:37][CH:36]=[CH:35][CH:34]=2)[CH2:16][C:17]2[CH:22]=[C:21]([C:23]([F:26])([F:25])[F:24])[CH:20]=[C:19]([C:27]([F:30])([F:29])[F:28])[CH:18]=2)[CH:6]=1.[OH-].[Na+], predict the reaction product. The product is: [C:39]1([CH:32]([C:33]2[CH:38]=[CH:37][CH:36]=[CH:35][CH:34]=2)[CH2:31][N:15]([CH2:16][C:17]2[CH:18]=[C:19]([C:27]([F:28])([F:29])[F:30])[CH:20]=[C:21]([C:23]([F:24])([F:25])[F:26])[CH:22]=2)[CH2:14][CH2:13][CH2:12][O:11][C:7]2[CH:6]=[C:5]([CH2:4][C:3]([OH:45])=[O:2])[CH:10]=[CH:9][CH:8]=2)[CH:44]=[CH:43][CH:42]=[CH:41][CH:40]=1. (3) Given the reactants [OH:1][CH:2]([CH3:32])[CH2:3][CH2:4][CH2:5][CH2:6][CH2:7][CH2:8][CH2:9][CH2:10][N:11]1[CH2:31][CH2:30][C:14]2([O:19][CH2:18][CH2:17][N:16]([C:20]([C:22]3[N:23]=[C:24]([CH:27]([CH3:29])[CH3:28])[S:25][CH:26]=3)=[O:21])[CH2:15]2)[CH2:13][CH2:12]1.FC(F)(F)C(O)=O.CC(OI1(OC(C)=O)(OC(C)=O)OC(=O)C2C=CC=CC1=2)=O.S([O-])([O-])(=O)=S.[Na+].[Na+].C(=O)(O)[O-].[Na+], predict the reaction product. The product is: [CH:27]([C:24]1[S:25][CH:26]=[C:22]([C:20]([N:16]2[CH2:15][C:14]3([CH2:30][CH2:31][N:11]([CH2:10][CH2:9][CH2:8][CH2:7][CH2:6][CH2:5][CH2:4][CH2:3][C:2](=[O:1])[CH3:32])[CH2:12][CH2:13]3)[O:19][CH2:18][CH2:17]2)=[O:21])[N:23]=1)([CH3:29])[CH3:28].